This data is from Full USPTO retrosynthesis dataset with 1.9M reactions from patents (1976-2016). The task is: Predict the reactants needed to synthesize the given product. (1) Given the product [OH:1][C:2]1[CH:7]=[CH:6][C:5]([CH3:12])=[CH:4][C:3]=1[N:13]1[N:17]=[C:16]2[CH:18]=[CH:19][CH:20]=[CH:21][C:15]2=[N:14]1, predict the reactants needed to synthesize it. The reactants are: [OH:1][C:2]1[C:7](C(C)(C)C)=[CH:6][C:5]([CH3:12])=[CH:4][C:3]=1[N:13]1[N:17]=[C:16]2[CH:18]=[CH:19][C:20](S(O)(=O)=O)=[CH:21][C:15]2=[N:14]1.[Na]. (2) Given the product [CH3:2][C:3]1[N:4]=[C:5]([NH:20][C:30](=[O:32])[CH3:31])[S:6][C:7]=1[C:8]1[CH:13]=[CH:12][N:11]=[C:10]([N:14]2[CH2:15][CH2:16][O:17][CH2:18][CH2:19]2)[CH:9]=1, predict the reactants needed to synthesize it. The reactants are: Br.[CH3:2][C:3]1[N:4]=[C:5]([NH2:20])[S:6][C:7]=1[C:8]1[CH:13]=[CH:12][N:11]=[C:10]([N:14]2[CH2:19][CH2:18][O:17][CH2:16][CH2:15]2)[CH:9]=1.C(N(C(C)C)C(C)C)C.[C:30](OC(=O)C)(=[O:32])[CH3:31]. (3) Given the product [F:1][C:2]1[CH:7]=[CH:6][C:5]([F:8])=[CH:4][C:3]=1[O:9][C:17]1[N:29]=[C:28]([C:30]2[CH:35]=[CH:34][CH:33]=[C:32]([O:36][CH3:37])[C:31]=2[F:38])[CH:27]=[CH:26][C:18]=1[C:19]([O:21][C:22]([CH3:25])([CH3:24])[CH3:23])=[O:20], predict the reactants needed to synthesize it. The reactants are: [F:1][C:2]1[CH:7]=[CH:6][C:5]([F:8])=[CH:4][C:3]=1[OH:9].C(=O)([O-])[O-].[K+].[K+].Cl[C:17]1[N:29]=[C:28]([C:30]2[CH:35]=[CH:34][CH:33]=[C:32]([O:36][CH3:37])[C:31]=2[F:38])[CH:27]=[CH:26][C:18]=1[C:19]([O:21][C:22]([CH3:25])([CH3:24])[CH3:23])=[O:20]. (4) Given the product [C:10]([CH2:12][C:13]([NH:9][C:4]1[CH:5]=[N:6][CH:7]=[CH:8][C:3]=1[O:2][CH3:1])=[O:14])#[N:11], predict the reactants needed to synthesize it. The reactants are: [CH3:1][O:2][C:3]1[CH:8]=[CH:7][N:6]=[CH:5][C:4]=1[NH2:9].[C:10]([CH2:12][C:13](O)=[O:14])#[N:11].Cl.C(N=C=NCCCN(C)C)C. (5) Given the product [F:29][C:27]([F:28])([F:30])[C:22]1[CH:23]=[CH:24][CH:25]=[CH:26][C:21]=1[C:15]1[NH:16][C:17](=[O:20])[C:18]2[C:13]([CH:14]=1)=[CH:12][CH:11]=[C:10]([N:9]([CH3:3])[N:8]([CH3:31])[CH3:7])[CH:19]=2, predict the reactants needed to synthesize it. The reactants are: C=O.[C:3]([BH3-])#N.[Na+].[CH3:7][N:8]([CH3:31])[NH:9][C:10]1[CH:19]=[C:18]2[C:13]([CH:14]=[C:15]([C:21]3[CH:26]=[CH:25][CH:24]=[CH:23][C:22]=3[C:27]([F:30])([F:29])[F:28])[NH:16][C:17]2=[O:20])=[CH:12][CH:11]=1.C(=O)(O)[O-].[Na+].